This data is from Reaction yield outcomes from USPTO patents with 853,638 reactions. The task is: Predict the reaction yield, written as a fraction of the theoretical maximum amount of product (1.0 means a 100% yield; for example, 0.34 means a 34% yield). (1) The reactants are Br[C:2]1[C:6]2[C:7]([NH2:11])=[N:8][CH:9]=[CH:10][C:5]=2[S:4][CH:3]=1.[O:12]([C:19]1[CH:24]=[CH:23][C:22](B(O)O)=[CH:21][CH:20]=1)[C:13]1[CH:18]=[CH:17][CH:16]=[CH:15][CH:14]=1.C([O-])([O-])=O.[Na+].[Na+].[Na+].[Cl-]. The catalyst is C1C=CC([P]([Pd]([P](C2C=CC=CC=2)(C2C=CC=CC=2)C2C=CC=CC=2)([P](C2C=CC=CC=2)(C2C=CC=CC=2)C2C=CC=CC=2)[P](C2C=CC=CC=2)(C2C=CC=CC=2)C2C=CC=CC=2)(C2C=CC=CC=2)C2C=CC=CC=2)=CC=1.O.CN(C=O)C. The product is [O:12]([C:19]1[CH:20]=[CH:21][C:22]([C:2]2[C:6]3[C:7]([NH2:11])=[N:8][CH:9]=[CH:10][C:5]=3[S:4][CH:3]=2)=[CH:23][CH:24]=1)[C:13]1[CH:18]=[CH:17][CH:16]=[CH:15][CH:14]=1. The yield is 0.750. (2) The reactants are [O:1]1[CH2:6][CH2:5][N:4]([C:7]2[CH:12]=[CH:11][C:10]([NH:13][C:14]3[N:19]=[C:18]([S:20][C:21]4[CH:22]=[C:23]([CH:28]=[CH:29][CH:30]=4)[C:24](OC)=[O:25])[CH:17]=[CH:16][N:15]=3)=[CH:9][CH:8]=2)[CH2:3][CH2:2]1.[H-].[Al+3].[Li+].[H-].[H-].[H-].C(=O)(O)[O-].[Na+]. The catalyst is O1CCCC1. The product is [O:1]1[CH2:6][CH2:5][N:4]([C:7]2[CH:12]=[CH:11][C:10]([NH:13][C:14]3[N:19]=[C:18]([S:20][C:21]4[CH:22]=[C:23]([CH2:24][OH:25])[CH:28]=[CH:29][CH:30]=4)[CH:17]=[CH:16][N:15]=3)=[CH:9][CH:8]=2)[CH2:3][CH2:2]1. The yield is 0.800. (3) The reactants are [Br:1][C:2]1[CH:7]=[CH:6][C:5]([Br:8])=[CH:4][CH:3]=1.[Cl:9][S:10](O)(=[O:12])=[O:11]. No catalyst specified. The product is [Br:1][C:2]1[CH:7]=[CH:6][C:5]([Br:8])=[CH:4][C:3]=1[S:10]([Cl:9])(=[O:12])=[O:11]. The yield is 0.790. (4) The reactants are [N:1]1[CH:6]=[CH:5][CH:4]=[CH:3][C:2]=1[CH2:7][O:8][C:9]1[CH:10]=[C:11]([CH:14]=[CH:15][CH:16]=1)[CH:12]=O.[N+:17]([CH3:20])([O-:19])=[O:18].C([O-])(=O)C.[NH4+]. The catalyst is C(O)(=O)C. The product is [N+:17](/[CH:20]=[CH:12]/[C:11]1[CH:10]=[C:9]([CH:16]=[CH:15][CH:14]=1)[O:8][CH2:7][C:2]1[CH:3]=[CH:4][CH:5]=[CH:6][N:1]=1)([O-:19])=[O:18]. The yield is 0.710. (5) The reactants are C(OC([N:8]1[CH2:12][CH2:11][CH2:10][CH:9]1[C:13]1[NH:14][C:15]([C:18]2[CH:23]=[CH:22][C:21]([C:24]3[CH:29]=[CH:28][C:27]([C:30]4[NH:31][C:32]([CH:35]5[CH2:39][CH2:38][CH2:37][N:36]5[C:40](=[O:53])[CH:41]([NH:48][C:49]([O:51][CH3:52])=[O:50])[CH2:42][CH2:43][C:44]([F:47])([F:46])[F:45])=[N:33][CH:34]=4)=[CH:26][CH:25]=3)=[CH:20][CH:19]=2)=[CH:16][N:17]=1)=O)(C)(C)C.FC(F)(F)C(O)=O. The catalyst is ClCCl. The product is [CH3:52][O:51][C:49](=[O:50])[NH:48][CH:41]([C:40]([N:36]1[CH2:37][CH2:38][CH2:39][CH:35]1[C:32]1[NH:31][C:30]([C:27]2[CH:26]=[CH:25][C:24]([C:21]3[CH:22]=[CH:23][C:18]([C:15]4[NH:14][C:13]([CH:9]5[CH2:10][CH2:11][CH2:12][NH:8]5)=[N:17][CH:16]=4)=[CH:19][CH:20]=3)=[CH:29][CH:28]=2)=[CH:34][N:33]=1)=[O:53])[CH2:42][CH2:43][C:44]([F:46])([F:45])[F:47]. The yield is 0.920.